From a dataset of Forward reaction prediction with 1.9M reactions from USPTO patents (1976-2016). Predict the product of the given reaction. (1) Given the reactants [Cl:1][C:2]1[N:3]=[C:4]([C:11]2[CH:16]=[CH:15][CH:14]=[CH:13][CH:12]=2)[CH:5]=[C:6]2[CH:10]=[CH:9][NH:8][C:7]=12.[C:17]([N:24]1[CH2:29][CH2:28][CH2:27][CH2:26][C:25]1=O)([O:19][C:20]([CH3:23])([CH3:22])[CH3:21])=[O:18].C[O-].[Na+].O, predict the reaction product. The product is: [Cl:1][C:2]1[N:3]=[C:4]([C:11]2[CH:16]=[CH:15][CH:14]=[CH:13][CH:12]=2)[CH:5]=[C:6]2[C:10]([C:27]3[CH2:28][CH2:29][N:24]([C:17]([O:19][C:20]([CH3:23])([CH3:22])[CH3:21])=[O:18])[CH2:25][CH:26]=3)=[CH:9][NH:8][C:7]=12. (2) Given the reactants C(OC([NH:8][C:9]([CH3:28])([CH3:27])[CH2:10][CH2:11][N:12]1[C:16]2[CH:17]=[C:18]([Cl:26])[C:19]([C:21]([O:23][CH2:24][CH3:25])=[O:22])=[CH:20][C:15]=2[N:14]=[CH:13]1)=O)(C)(C)C, predict the reaction product. The product is: [NH2:8][C:9]([CH3:27])([CH3:28])[CH2:10][CH2:11][N:12]1[C:16]2[CH:17]=[C:18]([Cl:26])[C:19]([C:21]([O:23][CH2:24][CH3:25])=[O:22])=[CH:20][C:15]=2[N:14]=[CH:13]1. (3) Given the reactants [OH:1][C:2]1[CH:3]=[C:4]2[C:9](=[CH:10][CH:11]=1)[CH:8]=[C:7]([CH:12]([CH3:21])[CH2:13][NH:14][S:15]([CH:18]([CH3:20])[CH3:19])(=[O:17])=[O:16])[CH:6]=[CH:5]2.[C:22]([CH2:24]Br)#[N:23].C(=O)([O-])[O-].[K+].[K+], predict the reaction product. The product is: [CH3:21][CH:12]([C:7]1[CH:8]=[C:9]2[C:4](=[CH:5][CH:6]=1)[CH:3]=[C:2]([O:1][CH2:24][C:22]#[N:23])[CH:11]=[CH:10]2)[CH2:13][NH:14][S:15]([CH:18]([CH3:20])[CH3:19])(=[O:17])=[O:16]. (4) Given the reactants [Si]([O:18][CH2:19][CH2:20][C:21]([F:32])([F:31])[CH2:22][P:23](=[O:30])([O:27][CH2:28][CH3:29])[O:24][CH2:25][CH3:26])(C(C)(C)C)(C1C=CC=CC=1)C1C=CC=CC=1.Cl, predict the reaction product. The product is: [OH:18][CH2:19][CH2:20][C:21]([F:32])([F:31])[CH2:22][P:23](=[O:30])([O:24][CH2:25][CH3:26])[O:27][CH2:28][CH3:29]. (5) Given the reactants [NH2:1][C:2]1[N:7]=[CH:6][N:5]=[C:4]2[N:8]([CH:24]3[CH2:39][CH2:38][C:27]4([CH2:30][N:29](C(OC(C)(C)C)=O)[CH2:28]4)[CH2:26][CH2:25]3)[N:9]=[C:10]([C:11]3[CH:16]=[CH:15][C:14]([O:17][C:18]4[CH:23]=[CH:22][CH:21]=[CH:20][CH:19]=4)=[CH:13][CH:12]=3)[C:3]=12, predict the reaction product. The product is: [O:17]([C:14]1[CH:13]=[CH:12][C:11]([C:10]2[C:3]3[C:4](=[N:5][CH:6]=[N:7][C:2]=3[NH2:1])[N:8]([CH:24]3[CH2:39][CH2:38][C:27]4([CH2:30][NH:29][CH2:28]4)[CH2:26][CH2:25]3)[N:9]=2)=[CH:16][CH:15]=1)[C:18]1[CH:19]=[CH:20][CH:21]=[CH:22][CH:23]=1. (6) Given the reactants N1C=CC=CC=1.[NH2:7][C@@H:8]([C:14]([OH:16])=[O:15])[CH2:9][CH2:10][C:11]([OH:13])=[O:12].C[Si](Cl)(C)C.[C:22](Cl)(=[O:36])[CH2:23][CH2:24][CH2:25][CH2:26][CH2:27][CH2:28][CH2:29][CH2:30][CH2:31][CH2:32][CH2:33][CH2:34][CH3:35], predict the reaction product. The product is: [C:22]([NH:7][C@@H:8]([C:14]([OH:16])=[O:15])[CH2:9][CH2:10][C:11]([OH:13])=[O:12])(=[O:36])[CH2:23][CH2:24][CH2:25][CH2:26][CH2:27][CH2:28][CH2:29][CH2:30][CH2:31][CH2:32][CH2:33][CH2:34][CH3:35]. (7) The product is: [O:40]([C:37]1[CH:36]=[CH:35][C:34]([NH:33][C:31](=[O:32])[C:30]2[CH:47]=[CH:48][CH:49]=[C:28]([NH:27][C:2]3[C:7]([C:8]4[N:9]=[C:10]([NH:14][C:15]5[CH:20]=[C:19]([O:21][CH3:22])[C:18]([O:23][CH3:24])=[C:17]([O:25][CH3:26])[CH:16]=5)[N:11]=[CH:12][N:13]=4)=[CH:6][CH:5]=[CH:4][N:3]=3)[CH:29]=2)=[CH:39][CH:38]=1)[C:41]1[CH:42]=[CH:43][CH:44]=[CH:45][CH:46]=1. Given the reactants Cl[C:2]1[C:7]([C:8]2[N:13]=[CH:12][N:11]=[C:10]([NH:14][C:15]3[CH:20]=[C:19]([O:21][CH3:22])[C:18]([O:23][CH3:24])=[C:17]([O:25][CH3:26])[CH:16]=3)[N:9]=2)=[CH:6][CH:5]=[CH:4][N:3]=1.[NH2:27][C:28]1[CH:29]=[C:30]([CH:47]=[CH:48][CH:49]=1)[C:31]([NH:33][C:34]1[CH:39]=[CH:38][C:37]([O:40][C:41]2[CH:46]=[CH:45][CH:44]=[CH:43][CH:42]=2)=[CH:36][CH:35]=1)=[O:32].CS(C)=O, predict the reaction product. (8) Given the reactants [C:1]([C:5]1[CH:6]=[C:7]([NH:26][C:27](=[O:58])[NH:28][CH2:29][C:30]2[CH:56]=[C:55]([F:57])[CH:54]=[CH:53][C:31]=2[CH2:32][O:33][C:34]2[CH:39]=[C:38]([CH3:40])[N:37]([C:41]3[CH:42]=[C:43]([CH:47]=[CH:48][C:49]=3[CH3:50])[C:44]([OH:46])=O)[C:36](=[O:51])[C:35]=2[Cl:52])[N:8]([C:10]2[CH:15]=[CH:14][CH:13]=[C:12]([O:16][CH2:17][CH2:18][O:19][CH:20]3[CH2:25][CH2:24][CH2:23][CH2:22][O:21]3)[CH:11]=2)[N:9]=1)([CH3:4])([CH3:3])[CH3:2].CNCCNC.[CH:65]1[N:69]=[CH:68][N:67]([C:70](N2C=NC=C2)=O)[CH:66]=1, predict the reaction product. The product is: [C:1]([C:5]1[CH:6]=[C:7]([NH:26][C:27](=[O:58])[NH:28][CH2:29][C:30]2[CH:56]=[C:55]([F:57])[CH:54]=[CH:53][C:31]=2[CH2:32][O:33][C:34]2[CH:39]=[C:38]([CH3:40])[N:37]([C:41]3[CH:42]=[C:43]([CH:47]=[CH:48][C:49]=3[CH3:50])[C:44]([NH:69][CH2:65][CH2:66][N:67]([CH3:70])[CH3:68])=[O:46])[C:36](=[O:51])[C:35]=2[Cl:52])[N:8]([C:10]2[CH:15]=[CH:14][CH:13]=[C:12]([O:16][CH2:17][CH2:18][O:19][CH:20]3[CH2:25][CH2:24][CH2:23][CH2:22][O:21]3)[CH:11]=2)[N:9]=1)([CH3:3])([CH3:4])[CH3:2].